This data is from Experimentally validated miRNA-target interactions with 360,000+ pairs, plus equal number of negative samples. The task is: Binary Classification. Given a miRNA mature sequence and a target amino acid sequence, predict their likelihood of interaction. (1) The miRNA is mmu-miR-7023-3p with sequence UCACCCUGUCUGCGCCCCUCAG. The protein sequence of the target gene is MQGRRELGGEPLSDLQEEAASASLRVAPERLSDDSLEWRRTCPDLLLSDGKASISMPREGGSTCTARCPDPGEHSSTWGEFEGFRESSAKSGQFSQSLELLEGPTEPQPPRTTSAPKECSSHQPCQGGPWVTGTSAVPPSEPILSYENILKCAFQEITVQQAAEDVSTIDHFLEISSEEKPGVERVHKLCNESRKLWRALQSIHTTSTSQRLWSESRCQENFFLVLGIDAAQKNLSGGQGHIMEDCDLKEPEGLLTVSSFCLQHCKALIQTKLSGPPGSKQGRLMTCSRFLKTPSCGGGQ.... Result: 0 (no interaction). (2) The miRNA is hsa-miR-4667-3p with sequence UCCCUCCUUCUGUCCCCACAG. The protein sequence of the target gene is MEAAAAVVAAEAEVENEDGDSSCGDVCFMDKGLQSISELSLDSTLHAVNLHCNNISKIEAIDHIWNLQHLDLSSNQISRIEGLNTLTKLCTLNLSCNLITKVEGLEELINLTRLNVSYNHIDDLSGLIPLHGIKHKLRYIDLHSNRIDSIHHLLQCMVGLHFLTNLILEKDGDDNPVCRLPGYRAVILQTLPQLRILDCKNIFGEPVNLTEINSSQLQCLEGLLDNLVSSDSPLNISEDEIIDRMPVITAPIDELVPLEQFASTPSDAVLTSFMSVCQSSEPEKNNHENDLQNEIKLQKL.... Result: 0 (no interaction).